This data is from Catalyst prediction with 721,799 reactions and 888 catalyst types from USPTO. The task is: Predict which catalyst facilitates the given reaction. (1) Reactant: [OH:1][CH:2]([CH3:8])[CH2:3][CH2:4][C:5]([OH:7])=[O:6].[N+](=[CH2:11])=[N-]. Product: [CH3:11][O:6][C:5](=[O:7])[CH2:4][CH2:3][CH:2]([OH:1])[CH3:8]. The catalyst class is: 1. (2) Reactant: [CH3:1][N:2]([CH3:38])[C:3]([CH3:37])([CH2:28][O:29][Si](C(C)(C)C)(C)C)[CH:4]([NH:11][C:12]([C:14]1[C:23]2[C:18](=[CH:19][CH:20]=[CH:21][CH:22]=2)[N:17]=[C:16]([C:24]([F:27])([F:26])[F:25])[CH:15]=1)=[O:13])[C:5]1[CH:10]=[CH:9][CH:8]=[CH:7][CH:6]=1.[F-].C([N+](CCCC)(CCCC)CCCC)CCC.C(OCC)(=O)C.CCCCC. Product: [CH3:1][N:2]([CH3:38])[C:3]([CH3:37])([CH2:28][OH:29])[CH:4]([NH:11][C:12]([C:14]1[C:23]2[C:18](=[CH:19][CH:20]=[CH:21][CH:22]=2)[N:17]=[C:16]([C:24]([F:25])([F:26])[F:27])[CH:15]=1)=[O:13])[C:5]1[CH:10]=[CH:9][CH:8]=[CH:7][CH:6]=1. The catalyst class is: 1. (3) Reactant: [NH2:1][CH2:2][C:3]1[C:12](=[O:13])[C:11]2[C:6](=[CH:7][C:8]([Cl:14])=[CH:9][CH:10]=2)[N:5]([C:15]2[CH:20]=[CH:19][CH:18]=[CH:17][CH:16]=2)[C:4]=1[C:21]1[O:22][CH:23]=[CH:24][N:25]=1.[O:26]1[C:30]2[CH:31]=[CH:32][C:33]([C:35](Cl)=[O:36])=[CH:34][C:29]=2[O:28][CH2:27]1.C(N(CC)C(C)C)(C)C. Product: [Cl:14][C:8]1[CH:7]=[C:6]2[C:11]([C:12](=[O:13])[C:3]([CH2:2][NH:1][C:35]([C:33]3[CH:32]=[CH:31][C:30]4[O:26][CH2:27][O:28][C:29]=4[CH:34]=3)=[O:36])=[C:4]([C:21]3[O:22][CH:23]=[CH:24][N:25]=3)[N:5]2[C:15]2[CH:20]=[CH:19][CH:18]=[CH:17][CH:16]=2)=[CH:10][CH:9]=1. The catalyst class is: 2. (4) Reactant: [NH2:1][C:2]1[CH:24]=[CH:23][C:5]([O:6][CH2:7][CH2:8][C:9]2[N:14]=[C:13]([NH:15][C:16](=[O:22])[O:17][C:18]([CH3:21])([CH3:20])[CH3:19])[CH:12]=[CH:11][CH:10]=2)=[CH:4][CH:3]=1.[F:25][C:26]([F:43])([F:42])[C:27]1[CH:32]=[CH:31][C:30]([C:33]2[CH2:38][CH2:37][CH2:36][CH2:35][C:34]=2[C:39](O)=[O:40])=[CH:29][CH:28]=1.O.ON1C2C=CC=CC=2N=N1.Cl.CN(C)CCCN=C=NCC. Product: [F:25][C:26]([F:42])([F:43])[C:27]1[CH:28]=[CH:29][C:30]([C:33]2[CH2:38][CH2:37][CH2:36][CH2:35][C:34]=2[C:39]([NH:1][C:2]2[CH:3]=[CH:4][C:5]([O:6][CH2:7][CH2:8][C:9]3[N:14]=[C:13]([NH:15][C:16](=[O:22])[O:17][C:18]([CH3:21])([CH3:19])[CH3:20])[CH:12]=[CH:11][CH:10]=3)=[CH:23][CH:24]=2)=[O:40])=[CH:31][CH:32]=1. The catalyst class is: 289. (5) Reactant: [Cl:1][C:2]1[C:9]([CH3:10])=[C:8](I)[CH:7]=[CH:6][C:3]=1[C:4]#[N:5].[OH:12][C@:13]1([CH3:20])[C@H:17]([CH3:18])[NH:16][C:15](=[O:19])[CH2:14]1.C1(P(C2C=CC=CC=2)C2C3OC4C(=CC=CC=4P(C4C=CC=CC=4)C4C=CC=CC=4)C(C)(C)C=3C=CC=2)C=CC=CC=1.C(=O)([O-])[O-].[Cs+].[Cs+]. Product: [Cl:1][C:2]1[C:9]([CH3:10])=[C:8]([N:16]2[C:15](=[O:19])[CH2:14][C@@:13]([OH:12])([CH3:20])[C@@H:17]2[CH3:18])[CH:7]=[CH:6][C:3]=1[C:4]#[N:5]. The catalyst class is: 62.